This data is from Reaction yield outcomes from USPTO patents with 853,638 reactions. The task is: Predict the reaction yield, written as a fraction of the theoretical maximum amount of product (1.0 means a 100% yield; for example, 0.34 means a 34% yield). (1) The reactants are [NH2:1][C:2]([CH3:6])([CH3:5])[CH2:3][OH:4].[C:7]([O:11][C:12](O[C:12]([O:11][C:7]([CH3:10])([CH3:9])[CH3:8])=[O:13])=[O:13])([CH3:10])([CH3:9])[CH3:8].C([O-])([O-])=O.[Na+].[Na+]. The catalyst is O.C1COCC1. The product is [C:7]([O:11][C:12]([NH:1][C:2]([CH3:6])([CH3:5])[CH2:3][OH:4])=[O:13])([CH3:10])([CH3:9])[CH3:8]. The yield is 0.950. (2) The reactants are Br[C:2]1[CH:3]=[CH:4][C:5]([N:8]2[CH:12]=[N:11][N:10]=[N:9]2)=[N:6][CH:7]=1.[B:13]1([B:13]2[O:17][C:16]([CH3:19])([CH3:18])[C:15]([CH3:21])([CH3:20])[O:14]2)[O:17][C:16]([CH3:19])([CH3:18])[C:15]([CH3:21])([CH3:20])[O:14]1.CC([O-])=O.[K+]. The catalyst is O1CCOCC1. The product is [CH3:20][C:15]1([CH3:21])[C:16]([CH3:19])([CH3:18])[O:17][B:13]([C:2]2[CH:3]=[CH:4][C:5]([N:8]3[CH:12]=[N:11][N:10]=[N:9]3)=[N:6][CH:7]=2)[O:14]1. The yield is 0.490. (3) The yield is 1.00. The reactants are C([Li])CCC.[CH3:6][Si:7]([CH3:14])([CH3:13])[CH2:8][CH2:9][O:10][CH2:11]Cl.[Cl-].[NH4+].[CH3:17][C:18]1[CH:23]=[C:22]([CH:24](COCC[Si](C)(C)C)[CH2:25][C:26]2[CH:31]=[CH:30][CH:29]=[CH:28][CH:27]=2)[N:21]=[CH:20][N:19]=1. The catalyst is C1COCC1. The product is [CH2:24]([C:22]1[CH:23]=[C:18]([CH2:17][CH2:11][O:10][CH2:9][CH2:8][Si:7]([CH3:14])([CH3:13])[CH3:6])[N:19]=[CH:20][N:21]=1)[CH2:25][C:26]1[CH:27]=[CH:28][CH:29]=[CH:30][CH:31]=1. (4) The yield is 0.970. The reactants are C(OC([NH:8][C@@H:9]([CH2:13][C:14]1[CH:19]=[CH:18][C:17]([C:20]#[N:21])=[CH:16][CH:15]=1)[C:10]([OH:12])=[O:11])=O)(C)(C)C.S(Cl)(Cl)=O.[CH3:26]O. No catalyst specified. The product is [NH2:8][C@@H:9]([CH2:13][C:14]1[CH:19]=[CH:18][C:17]([C:20]#[N:21])=[CH:16][CH:15]=1)[C:10]([O:12][CH3:26])=[O:11]. (5) The reactants are Cl[C:2]1[N:3]=[C:4]([N:18]2[CH2:21][CH:20]([N:22]([CH3:30])[C:23](=[O:29])[O:24][C:25]([CH3:28])([CH3:27])[CH3:26])[CH2:19]2)[C:5]2[CH2:10][CH2:9][CH:8]([C:11]3[CH:16]=[CH:15][C:14]([F:17])=[CH:13][CH:12]=3)[C:6]=2[N:7]=1.[Cl:31][C:32]1[N:33]=[CH:34][N:35]([C:37]2[CH:43]=[CH:42][C:40]([NH2:41])=[CH:39][C:38]=2[O:44][CH3:45])[CH:36]=1. No catalyst specified. The yield is 0.494. The product is [Cl:31][C:32]1[N:33]=[CH:34][N:35]([C:37]2[CH:43]=[CH:42][C:40]([NH:41][C:2]3[N:3]=[C:4]([N:18]4[CH2:19][CH:20]([N:22]([CH3:30])[C:23](=[O:29])[O:24][C:25]([CH3:26])([CH3:28])[CH3:27])[CH2:21]4)[C:5]4[CH2:10][CH2:9][CH:8]([C:11]5[CH:12]=[CH:13][C:14]([F:17])=[CH:15][CH:16]=5)[C:6]=4[N:7]=3)=[CH:39][C:38]=2[O:44][CH3:45])[CH:36]=1. (6) The reactants are [F:1][C:2]1[CH:7]=[C:6]([CH:8]([CH3:12])[C:9]([OH:11])=O)[CH:5]=[CH:4][C:3]=1[C:13]1[CH:18]=[CH:17][CH:16]=[CH:15][CH:14]=1.[O:19]1[CH:23]=[CH:22][CH:21]=[C:20]1[CH2:24][NH2:25]. No catalyst specified. The product is [F:1][C:2]1[CH:7]=[C:6]([CH:8]([CH3:12])[C:9]([NH:25][CH2:24][C:20]2[O:19][CH:23]=[CH:22][CH:21]=2)=[O:11])[CH:5]=[CH:4][C:3]=1[C:13]1[CH:18]=[CH:17][CH:16]=[CH:15][CH:14]=1. The yield is 0.750.